This data is from Full USPTO retrosynthesis dataset with 1.9M reactions from patents (1976-2016). The task is: Predict the reactants needed to synthesize the given product. Given the product [Br:28][C:26]1[CH:25]=[CH:24][N:23]2[N:6]=[C:19]([NH2:18])[N:21]=[C:22]2[CH:27]=1, predict the reactants needed to synthesize it. The reactants are: Cl.NO.C([N:6](C(C)C)C(C)C)C.C(OC([NH:18][C:19]([NH:21][C:22]1[CH:27]=[C:26]([Br:28])[CH:25]=[CH:24][N:23]=1)=S)=O)C.